The task is: Predict the reaction yield, written as a fraction of the theoretical maximum amount of product (1.0 means a 100% yield; for example, 0.34 means a 34% yield).. This data is from Reaction yield outcomes from USPTO patents with 853,638 reactions. The reactants are [Cl:1][C:2]1[C:3]([I:13])=[CH:4][C:5]([OH:12])=[C:6]([CH:11]=1)[C:7]([O:9][CH3:10])=[O:8].[N+:14]([O-])([OH:16])=[O:15]. The catalyst is C(O)(=O)C. The product is [Cl:1][C:2]1[C:3]([I:13])=[C:4]([N+:14]([O-:16])=[O:15])[C:5]([OH:12])=[C:6]([CH:11]=1)[C:7]([O:9][CH3:10])=[O:8]. The yield is 0.880.